Dataset: Forward reaction prediction with 1.9M reactions from USPTO patents (1976-2016). Task: Predict the product of the given reaction. (1) Given the reactants [CH3:1][CH:2]([C:4]1[S:8][CH:7]=[C:6]([CH2:9][N:10]([C:12]([NH:14][C@H:15]([C:24]([NH:26][C@@H:27]([CH2:48][C:49]2[CH:50]=[CH:51][CH:52]=[CH:53][CH:54]=2)[CH2:28][CH2:29][C@@H:30]([NH:38][C:39]([O:41][CH2:42][C:43]2[S:47][CH:46]=[N:45][CH:44]=2)=[O:40])[CH2:31][C:32]2[CH:33]=[CH:34][CH:35]=[CH:36][CH:37]=2)=[O:25])[CH2:16][CH2:17][N:18]2[CH2:23][CH2:22][O:21][CH2:20][CH2:19]2)=[O:13])[CH3:11])[N:5]=1)[CH3:3].[CH3:55][S:56]([OH:59])(=[O:58])=[O:57], predict the reaction product. The product is: [CH3:3][CH:2]([C:4]1[S:8][CH:7]=[C:6]([CH2:9][N:10]([C:12]([NH:14][C@H:15]([C:24]([NH:26][C@@H:27]([CH2:48][C:49]2[CH:54]=[CH:53][CH:52]=[CH:51][CH:50]=2)[CH2:28][CH2:29][C@@H:30]([NH:38][C:39]([O:41][CH2:42][C:43]2[S:47][CH:46]=[N:45][CH:44]=2)=[O:40])[CH2:31][C:32]2[CH:33]=[CH:34][CH:35]=[CH:36][CH:37]=2)=[O:25])[CH2:16][CH2:17][N:18]2[CH2:23][CH2:22][O:21][CH2:20][CH2:19]2)=[O:13])[CH3:11])[N:5]=1)[CH3:1].[CH3:55][S:56]([O-:59])(=[O:58])=[O:57]. (2) Given the reactants [CH2:1]([S-:3])[CH3:2].[Na+].ClN([C:14]1[C:23]2[C:18](=[CH:19][C:20]([O:26][CH2:27][CH2:28][CH2:29]Cl)=[C:21]([O:24][CH3:25])[CH:22]=2)[N:17]=[CH:16][N:15]=1)C1C=CC=CC=1F, predict the reaction product. The product is: [CH2:1]([S:3][CH2:29][CH2:28][CH2:27][O:26][C:20]1[CH:19]=[C:18]2[C:23]([CH:14]=[N:15][CH:16]=[N:17]2)=[CH:22][C:21]=1[O:24][CH3:25])[CH3:2]. (3) Given the reactants [CH2:1]([NH:13][C:14](=[O:34])[C:15]1[CH:20]=[C:19]([C:21]2[CH:26]=[CH:25][C:24]([F:27])=[C:23]([Cl:28])[CH:22]=2)[C:18]([O:29][CH2:30][CH2:31][OH:32])=[C:17]([Br:33])[CH:16]=1)[CH2:2][CH2:3][CH2:4][CH2:5][CH2:6][CH2:7][CH2:8][CH2:9][CH2:10][CH2:11][CH3:12].C[N+]1([O-])CC[O:39]CC1.S(=O)(O)[O-].[Na+].S(S([O-])=O)([O-])=O.[Na+].[Na+].Cl, predict the reaction product. The product is: [Br:33][C:17]1[C:18]([O:29][CH2:30][C:31]([OH:39])=[O:32])=[C:19]([C:21]2[CH:26]=[CH:25][C:24]([F:27])=[C:23]([Cl:28])[CH:22]=2)[CH:20]=[C:15]([C:14](=[O:34])[NH:13][CH2:1][CH2:2][CH2:3][CH2:4][CH2:5][CH2:6][CH2:7][CH2:8][CH2:9][CH2:10][CH2:11][CH3:12])[CH:16]=1. (4) Given the reactants Br[C:2]1[C:3]([C:11]([O:13][CH2:14][CH3:15])=[O:12])=[CH:4][N:5]2[C:10]=1[CH:9]=[CH:8][CH:7]=[CH:6]2.[F:16][C:17]1[CH:18]=[C:19](B(O)O)[CH:20]=[CH:21][CH:22]=1, predict the reaction product. The product is: [F:16][C:17]1[CH:22]=[C:21]([C:2]2[C:3]([C:11]([O:13][CH2:14][CH3:15])=[O:12])=[CH:4][N:5]3[C:10]=2[CH:9]=[CH:8][CH:7]=[CH:6]3)[CH:20]=[CH:19][CH:18]=1. (5) Given the reactants Cl[C:2]1[N:7]=[C:6]([C:8]2[S:9][C:10]3[CH:16]=[C:15]([O:17][CH2:18][CH2:19][F:20])[CH:14]=[CH:13][C:11]=3[CH:12]=2)[CH:5]=[CH:4][N:3]=1.CO.[CH3:23][NH2:24].O, predict the reaction product. The product is: [CH3:23][NH:24][C:2]1[N:7]=[C:6]([C:8]2[S:9][C:10]3[CH:16]=[C:15]([O:17][CH2:18][CH2:19][F:20])[CH:14]=[CH:13][C:11]=3[CH:12]=2)[CH:5]=[CH:4][N:3]=1. (6) Given the reactants Cl.[CH3:2][C:3]1[CH:4]=[C:5](N)[C:6]2[CH:12]=[N:11][C:10]3[CH:13]=[CH:14][CH:15]=[CH:16][C:9]=3[NH:8][C:7]=2[CH:17]=1.[F:19][C:20]1[CH:21]=[C:22]([CH2:26][CH2:27][C@H:28]2[CH2:33][NH:32][CH2:31][CH2:30][NH:29]2)[CH:23]=[CH:24][CH:25]=1.C(N(CC)C(C)C)(C)C.CS(C)=O, predict the reaction product. The product is: [F:19][C:20]1[CH:21]=[C:22]([CH2:26][CH2:27][C@@H:28]2[NH:29][CH2:30][CH2:31][N:32]([C:12]3[C:6]4[CH:5]=[CH:4][C:3]([CH3:2])=[CH:17][C:7]=4[NH:8][C:9]4[CH:16]=[CH:15][CH:14]=[CH:13][C:10]=4[N:11]=3)[CH2:33]2)[CH:23]=[CH:24][CH:25]=1. (7) The product is: [F:18][CH:17]([F:19])[C:14]1[N:12]2[CH2:13][C@:8]([C:6]3[CH:7]=[C:2]([NH:1][C:37]([C:34]4[CH:33]=[CH:32][C:31]([F:30])=[CH:36][N:35]=4)=[O:38])[CH:3]=[CH:4][C:5]=3[F:29])([CH3:28])[N:9]=[C:10]([NH:20][C:21](=[O:27])[O:22][C:23]([CH3:24])([CH3:25])[CH3:26])[C:11]2=[N:16][CH:15]=1. Given the reactants [NH2:1][C:2]1[CH:3]=[CH:4][C:5]([F:29])=[C:6]([C@:8]2([CH3:28])[CH2:13][N:12]3[C:14]([CH:17]([F:19])[F:18])=[CH:15][N:16]=[C:11]3[C:10]([NH:20][C:21](=[O:27])[O:22][C:23]([CH3:26])([CH3:25])[CH3:24])=[N:9]2)[CH:7]=1.[F:30][C:31]1[CH:32]=[CH:33][C:34]([C:37](O)=[O:38])=[N:35][CH:36]=1, predict the reaction product.